From a dataset of Catalyst prediction with 721,799 reactions and 888 catalyst types from USPTO. Predict which catalyst facilitates the given reaction. Reactant: Cl[C:2]1[C:10]2[NH:9][C:8]3[CH2:11][CH2:12][N:13]([CH3:15])[CH2:14][C:7]=3[C:6]=2[CH:5]=[CH:4][CH:3]=1.CC(C)([O-])C.[Na+].C(P[C:27]1[CH:32]=[C:31](PC(C)(C)C)[CH:30]=[CH:29][C:28]=1[C:38]1C(C(C)C)=CC(C(C)C)=CC=1C(C)C)(C)(C)C.C([CH2:60][NH2:61])C1C=CC=CC=1. Product: [CH2:38]([N:61]([CH3:60])[C:2]1[C:10]2[NH:9][C:8]3[CH2:11][CH2:12][N:13]([CH3:15])[CH2:14][C:7]=3[C:6]=2[CH:5]=[CH:4][CH:3]=1)[C:28]1[CH:29]=[CH:30][CH:31]=[CH:32][CH:27]=1. The catalyst class is: 487.